Task: Predict the reactants needed to synthesize the given product.. Dataset: Full USPTO retrosynthesis dataset with 1.9M reactions from patents (1976-2016) (1) Given the product [Cl:15][C:16]1[CH:21]=[CH:20][C:19]([C:2]2[C:3]3[S:10][C:9]4[CH:11]=[CH:12][CH:13]=[CH:14][C:8]=4[C:4]=3[N:5]=[CH:6][N:7]=2)=[CH:18][CH:17]=1, predict the reactants needed to synthesize it. The reactants are: Cl[C:2]1[C:3]2[S:10][C:9]3[CH:11]=[CH:12][CH:13]=[CH:14][C:8]=3[C:4]=2[N:5]=[CH:6][N:7]=1.[Cl:15][C:16]1[CH:21]=[CH:20][C:19](B(O)O)=[CH:18][CH:17]=1.C([O-])([O-])=O.[K+].[K+]. (2) Given the product [N:1]1[CH:6]=[CH:5][CH:4]=[CH:3][C:2]=1[N:7]1[CH2:8][CH2:9][N:10]([C:13]([O:15][C:16]([CH3:19])([CH3:18])[CH3:17])=[O:14])[CH2:11][CH2:12]1, predict the reactants needed to synthesize it. The reactants are: [N:1]1[CH:6]=[CH:5][CH:4]=[CH:3][C:2]=1[N:7]1[CH2:12][CH2:11][NH:10][CH2:9][CH2:8]1.[C:13](O[C:13]([O:15][C:16]([CH3:19])([CH3:18])[CH3:17])=[O:14])([O:15][C:16]([CH3:19])([CH3:18])[CH3:17])=[O:14]. (3) Given the product [CH2:18]([N:4]1[C:5]2[C:10](=[N:9][C:8]([C:12]3[CH:17]=[CH:16][CH:15]=[CH:14][CH:13]=3)=[CH:7][CH:6]=2)[CH2:11][CH:2]([NH:1][S:42]([C:38]2[CH:39]=[CH:40][CH:41]=[C:36]([F:35])[CH:37]=2)(=[O:44])=[O:43])[C:3]1=[O:25])[C:19]1[CH:24]=[CH:23][CH:22]=[CH:21][CH:20]=1, predict the reactants needed to synthesize it. The reactants are: [NH2:1][CH:2]1[CH2:11][C:10]2[C:5](=[CH:6][CH:7]=[C:8]([C:12]3[CH:17]=[CH:16][CH:15]=[CH:14][CH:13]=3)[N:9]=2)[N:4]([CH2:18][C:19]2[CH:24]=[CH:23][CH:22]=[CH:21][CH:20]=2)[C:3]1=[O:25].CCN(C(C)C)C(C)C.[F:35][C:36]1[CH:37]=[C:38]([S:42](Cl)(=[O:44])=[O:43])[CH:39]=[CH:40][CH:41]=1. (4) Given the product [CH3:26][NH:27][CH2:28][CH2:29][O:30][C:2]1[C:3]2[C:16]3[CH2:17][CH2:18][CH2:19][CH2:20][C:15]=3[S:14][C:4]=2[N:5]=[C:6]([C:8]2[CH:13]=[CH:12][N:11]=[CH:10][CH:9]=2)[N:7]=1, predict the reactants needed to synthesize it. The reactants are: Cl[C:2]1[C:3]2[C:16]3[CH2:17][CH2:18][CH2:19][CH2:20][C:15]=3[S:14][C:4]=2[N:5]=[C:6]([C:8]2[CH:13]=[CH:12][N:11]=[CH:10][CH:9]=2)[N:7]=1.C(O[C:26](=O)[NH:27][CH2:28][CH2:29][OH:30])(C)(C)C.[H-].[Na+].